From a dataset of Catalyst prediction with 721,799 reactions and 888 catalyst types from USPTO. Predict which catalyst facilitates the given reaction. (1) Reactant: Cl.[CH3:2][C:3]1([CH3:21])[C:7]([CH3:9])([CH3:8])[O:6][B:5]([C:10]2[CH:11]=[N:12][N:13]([CH:15]3[CH2:20][CH2:19][NH:18][CH2:17][CH2:16]3)[CH:14]=2)[O:4]1.CCN(C(C)C)C(C)C.[CH:31](O)=[O:32]. Product: [CH3:2][C:3]1([CH3:21])[C:7]([CH3:8])([CH3:9])[O:6][B:5]([C:10]2[CH:11]=[N:12][N:13]([CH:15]3[CH2:20][CH2:19][N:18]([CH:31]=[O:32])[CH2:17][CH2:16]3)[CH:14]=2)[O:4]1. The catalyst class is: 143. (2) Reactant: [NH:1]1[C:9]2[C:4](=[CH:5][CH:6]=[CH:7][N:8]=2)[C:3]([CH:10]=O)=[CH:2]1.[O:12]=[C:13]1[CH2:17][O:16][C:15]([NH:18][C:19]2[CH:24]=[CH:23][CH:22]=[CH:21][CH:20]=2)=[C:14]1[C:25]([O:27][CH2:28][CH3:29])=[O:26].N1CCCCC1. Product: [NH:1]1[C:9]2=[N:8][CH:7]=[CH:6][CH:5]=[C:4]2[C:3]([CH:10]=[C:17]2[O:16][C:15]([NH:18][C:19]3[CH:24]=[CH:23][CH:22]=[CH:21][CH:20]=3)=[C:14]([C:25]([O:27][CH2:28][CH3:29])=[O:26])[C:13]2=[O:12])=[CH:2]1. The catalyst class is: 8. (3) Reactant: Cl[C:2]1[N:10]=[C:9]2[C:5]([N:6]=[CH:7][N:8]2[CH:11]2[CH2:16][CH2:15][CH2:14][CH2:13][O:12]2)=[C:4]([NH:17][CH2:18][CH:19]([C:26]2[CH:31]=[CH:30][CH:29]=[CH:28][CH:27]=2)[C:20]2[CH:25]=[CH:24][CH:23]=[CH:22][CH:21]=2)[N:3]=1.[CH3:32][S-:33].[Na+]. Product: [C:20]1([CH:19]([C:26]2[CH:31]=[CH:30][CH:29]=[CH:28][CH:27]=2)[CH2:18][NH:17][C:4]2[N:3]=[C:2]([S:33][CH3:32])[N:10]=[C:9]3[C:5]=2[N:6]=[CH:7][N:8]3[CH:11]2[CH2:16][CH2:15][CH2:14][CH2:13][O:12]2)[CH:25]=[CH:24][CH:23]=[CH:22][CH:21]=1. The catalyst class is: 35. (4) Reactant: [O:1]1[C:5]2[CH:6]=[CH:7][C:8]([C:10]3([CH2:18][S:19][C@@H:20]([C:45](=[O:58])N4[C@@H](C5C=CC=CC=5)COC4=O)[C@@H:21]([C:30]4[CH:44]=[CH:43][C:33]([O:34][CH2:35][C:36]([O:38][C:39]([CH3:42])([CH3:41])[CH3:40])=[O:37])=[CH:32][CH:31]=4)[NH:22][C:23]4[CH:28]=[CH:27][C:26]([CH3:29])=[CH:25][CH:24]=4)[O:15][CH2:14][C:13]([CH3:17])([CH3:16])[CH2:12][O:11]3)=[CH:9][C:4]=2[O:3][CH2:2]1.C/C(/O[Si](C)(C)C)=N\[Si](C)(C)C.[F-].C([N+](CCCC)(CCCC)CCCC)CCC. Product: [O:1]1[C:5]2[CH:6]=[CH:7][C:8]([C:10]3([CH2:18][S:19][C@H:20]4[C:45](=[O:58])[N:22]([C:23]5[CH:24]=[CH:25][C:26]([CH3:29])=[CH:27][CH:28]=5)[C@@H:21]4[C:30]4[CH:44]=[CH:43][C:33]([O:34][CH2:35][C:36]([O:38][C:39]([CH3:41])([CH3:40])[CH3:42])=[O:37])=[CH:32][CH:31]=4)[O:11][CH2:12][C:13]([CH3:16])([CH3:17])[CH2:14][O:15]3)=[CH:9][C:4]=2[O:3][CH2:2]1. The catalyst class is: 11. (5) Reactant: [CH:1]1([C:4]2[O:8][C:7]([C:9]3[C:10]([NH2:25])=[N:11][CH:12]=[C:13]([C:15]4[CH:16]=[C:17]5[C:21](=[CH:22][CH:23]=4)[N:20]([CH3:24])[CH:19]=[CH:18]5)[CH:14]=3)=[N:6][N:5]=2)[CH2:3][CH2:2]1.C([SiH](CC)CC)C.C([O-])(O)=O.[Na+]. Product: [CH:1]1([C:4]2[O:8][C:7]([C:9]3[C:10]([NH2:25])=[N:11][CH:12]=[C:13]([C:15]4[CH:16]=[C:17]5[C:21](=[CH:22][CH:23]=4)[N:20]([CH3:24])[CH2:19][CH2:18]5)[CH:14]=3)=[N:6][N:5]=2)[CH2:3][CH2:2]1. The catalyst class is: 484.